From a dataset of Forward reaction prediction with 1.9M reactions from USPTO patents (1976-2016). Predict the product of the given reaction. (1) Given the reactants Br[C:2]1[CH:7]=[CH:6][C:5]([O:8][C:9]([F:12])([F:11])[F:10])=[CH:4][C:3]=1[F:13].C([Mg]Br)(C)C.[C:19](=[O:21])=[O:20], predict the reaction product. The product is: [F:13][C:3]1[CH:4]=[C:5]([O:8][C:9]([F:12])([F:11])[F:10])[CH:6]=[CH:7][C:2]=1[C:19]([OH:21])=[O:20]. (2) Given the reactants [F:1][C:2]1[CH:10]=[CH:9][C:5]([C:6](Cl)=[O:7])=[CH:4][C:3]=1[C:11]([F:14])([F:13])[F:12].[NH2:15][CH:16]1[CH2:21][CH2:20][CH:19]([CH2:22][N:23]2[C:31]3[C:26](=[CH:27][CH:28]=[CH:29][CH:30]=3)[C:25]([CH3:33])([CH3:32])[C:24]2=[O:34])[CH2:18][CH2:17]1, predict the reaction product. The product is: [CH3:32][C:25]1([CH3:33])[C:26]2[C:31](=[CH:30][CH:29]=[CH:28][CH:27]=2)[N:23]([CH2:22][C@H:19]2[CH2:20][CH2:21][C@H:16]([NH:15][C:6](=[O:7])[C:5]3[CH:9]=[CH:10][C:2]([F:1])=[C:3]([C:11]([F:14])([F:13])[F:12])[CH:4]=3)[CH2:17][CH2:18]2)[C:24]1=[O:34]. (3) Given the reactants [C:1]1([S:7]([N:10]2[C:14]3[CH:15]=[N:16][C:17]([C:20]#[N:21])=[C:18]([OH:19])[C:13]=3[C:12]3[CH:22]=[C:23]([Br:26])[CH:24]=[N:25][C:11]2=3)(=[O:9])=[O:8])[CH:6]=[CH:5][CH:4]=[CH:3][CH:2]=1.[C:27]([O:31][C:32]([N:34]1[CH2:39][CH2:38][CH:37](O)[CH2:36][CH2:35]1)=[O:33])([CH3:30])([CH3:29])[CH3:28].C1(P(C2C=CC=CC=2)C2C=CC=CC=2)C=CC=CC=1.N(C(OCC)=O)=NC(OCC)=O, predict the reaction product. The product is: [C:27]([O:31][C:32]([N:34]1[CH2:39][CH2:38][CH:37]([O:19][C:18]2[C:13]3[C:12]4[CH:22]=[C:23]([Br:26])[CH:24]=[N:25][C:11]=4[N:10]([S:7]([C:1]4[CH:2]=[CH:3][CH:4]=[CH:5][CH:6]=4)(=[O:8])=[O:9])[C:14]=3[CH:15]=[N:16][C:17]=2[C:20]#[N:21])[CH2:36][CH2:35]1)=[O:33])([CH3:30])([CH3:28])[CH3:29]. (4) Given the reactants [N+:1]([C:4]1[CH:5]=[C:6]([NH:10][C:11]2[N:18]=[CH:17][CH:16]=[CH:15][C:12]=2[CH:13]=O)[CH:7]=[CH:8][CH:9]=1)([O-:3])=[O:2].[S:19]1[CH:23]=[CH:22][N:21]=[C:20]1[CH2:24][CH2:25][CH2:26][CH2:27][C:28](OCC)=[O:29].[Li+].CC([N-]C(C)C)C, predict the reaction product. The product is: [N+:1]([C:4]1[CH:5]=[C:6]([N:10]2[C:11]3[C:12](=[CH:15][CH:16]=[CH:17][N:18]=3)[CH:13]=[C:27]([CH2:26][CH2:25][CH2:24][C:20]3[S:19][CH:23]=[CH:22][N:21]=3)[C:28]2=[O:29])[CH:7]=[CH:8][CH:9]=1)([O-:3])=[O:2]. (5) The product is: [NH2:14][C:15]1[C:19]([C:20](=[O:21])[NH2:22])=[CH:18][N:17]([C:4]2([CH2:3][C:1]#[N:2])[CH2:9][CH2:8][N:7]([C:10]([O:12][C:33]([CH3:23])([CH3:34])[CH3:32])=[O:11])[CH2:6][CH:5]2[F:13])[N:16]=1. Given the reactants [C:1]([CH:3]=[C:4]1[CH2:9][CH2:8][N:7]([C:10]([O-:12])=[O:11])[CH2:6][CH:5]1[F:13])#[N:2].[NH2:14][C:15]1[C:19]([C:20]([NH2:22])=[O:21])=[CH:18][NH:17][N:16]=1.[CH2:23]1[CH2:33][CH2:32]N2C(=NCCC2)CC1.[CH3:34]C#N, predict the reaction product. (6) Given the reactants [NH2:1][C:2]1[S:3][CH:4]=[C:5]([CH2:7][C:8]([O:10][CH2:11][CH3:12])=[O:9])[N:6]=1.[O:13]1[CH:17]=[CH:16][C:15]([C:18]2[S:22][C:21]([S:23](Cl)(=[O:25])=[O:24])=[CH:20][CH:19]=2)=[N:14]1, predict the reaction product. The product is: [O:13]1[CH:17]=[CH:16][C:15]([C:18]2[S:22][C:21]([S:23]([NH:1][C:2]3[S:3][CH:4]=[C:5]([CH2:7][C:8]([O:10][CH2:11][CH3:12])=[O:9])[N:6]=3)(=[O:25])=[O:24])=[CH:20][CH:19]=2)=[N:14]1. (7) Given the reactants [H-].[Na+].O1CCCC1.[C:8]([O:12][C:13]([NH:15][C@H:16]1[CH2:21][CH2:20][C@H:19]([OH:22])[CH2:18][CH2:17]1)=[O:14])([CH3:11])([CH3:10])[CH3:9].Cl[C:24]1[CH:29]=[CH:28][C:27]([N+:30]([O-:32])=[O:31])=[CH:26][N:25]=1, predict the reaction product. The product is: [C:8]([O:12][C:13]([NH:15][C@H:16]1[CH2:17][CH2:18][C@H:19]([O:22][C:24]2[CH:29]=[CH:28][C:27]([N+:30]([O-:32])=[O:31])=[CH:26][N:25]=2)[CH2:20][CH2:21]1)=[O:14])([CH3:11])([CH3:9])[CH3:10]. (8) Given the reactants [CH:1]12[CH2:7][CH:4]([CH2:5][CH2:6]1)[CH2:3][CH:2]2[CH2:8][CH:9]([N:13]1[CH2:17][C:16]([O:18][C:19]2[C:24]([F:25])=[CH:23][CH:22]=[CH:21][C:20]=2[F:26])=[CH:15][C:14]1=[O:27])[C:10]([OH:12])=O.[CH3:28]N(C)CCCN=C=NCC.ON1C2C=CC=CC=2N=N1.Cl.[OH:50][C@@H:51]([CH2:81]O)[CH2:52][N:53]1[CH:57]=[CH:56][C:55]([NH:58]C(=O)[C@@H](N2CC(OC3C=CC=C(Cl)C=3Cl)=CC2=O)CC(C)C)=[N:54]1, predict the reaction product. The product is: [CH:1]12[CH2:7][CH:4]([CH2:5][CH2:6]1)[CH2:3][CH:2]2[CH2:8][CH:9]([N:13]1[CH2:17][C:16]([O:18][C:19]2[C:24]([F:25])=[CH:23][CH:22]=[CH:21][C:20]=2[F:26])=[CH:15][C:14]1=[O:27])[C:10]([NH:58][C:55]1[CH:56]=[CH:57][N:53]([CH2:52][C:51]([OH:50])([CH3:81])[CH3:28])[N:54]=1)=[O:12]. (9) Given the reactants CB1OB(C)OB(C)O1.[NH2:10][C:11]1[C:20](I)=[CH:19][C:18]([Br:22])=[CH:17][C:12]=1[C:13]([O:15][CH3:16])=[O:14].Cl[CH2:24]Cl.C(=O)([O-])[O-].[Cs+].[Cs+], predict the reaction product. The product is: [NH2:10][C:11]1[C:20]([CH3:24])=[CH:19][C:18]([Br:22])=[CH:17][C:12]=1[C:13]([O:15][CH3:16])=[O:14].